Dataset: CYP1A2 inhibition data for predicting drug metabolism from PubChem BioAssay. Task: Regression/Classification. Given a drug SMILES string, predict its absorption, distribution, metabolism, or excretion properties. Task type varies by dataset: regression for continuous measurements (e.g., permeability, clearance, half-life) or binary classification for categorical outcomes (e.g., BBB penetration, CYP inhibition). Dataset: cyp1a2_veith. (1) The drug is COc1ccc2c(C)cc(N3CCOCC3)nc2c1. The result is 1 (inhibitor). (2) The drug is CS(=O)(=O)Nc1cccc(-c2ccc3ncnc(NCCN4CCOCC4)c3c2)c1. The result is 1 (inhibitor). (3) The compound is Cc1ccccc1-c1nc(N(C)C)c2ccccc2n1. The result is 1 (inhibitor). (4) The drug is COc1ccc(OC)c(C2CC(=O)C3=C(C2)NC(=O)CC3c2ccc(O)c(OC)c2)c1. The result is 0 (non-inhibitor). (5) The drug is CC(C)(C)c1cc(O)c(C(C)(C)C)cc1O. The result is 1 (inhibitor). (6) The result is 1 (inhibitor). The molecule is Cn1cc(-c2nc3cncnc3n(-c3ccccc3)c2=O)c2ccccc21.